This data is from Catalyst prediction with 721,799 reactions and 888 catalyst types from USPTO. The task is: Predict which catalyst facilitates the given reaction. (1) Reactant: [Br:1][C:2]1[CH:3]=[C:4]2[C:9](=[CH:10][CH:11]=1)[N:8]=[CH:7][CH:6]=[C:5]2Cl.[CH2:13]([NH:15][CH2:16][CH3:17])[CH3:14].C(=O)([O-])[O-].[K+].[K+]. Product: [Br:1][C:2]1[CH:3]=[C:4]2[C:9](=[CH:10][CH:11]=1)[N:8]=[CH:7][CH:6]=[C:5]2[N:15]([CH2:16][CH3:17])[CH2:13][CH3:14]. The catalyst class is: 40. (2) Reactant: [Cl:1][C:2]1[N:7]=[C:6](Cl)[CH:5]=[C:4]([CH2:9][CH2:10][CH3:11])[N:3]=1.[NH:12]1[CH2:17][CH2:16][O:15][CH2:14][CH2:13]1. Product: [Cl:1][C:2]1[N:7]=[C:6]([N:12]2[CH2:17][CH2:16][O:15][CH2:14][CH2:13]2)[CH:5]=[C:4]([CH2:9][CH2:10][CH3:11])[N:3]=1. The catalyst class is: 8. (3) Reactant: [CH2:1]([O:3][C:4](=[O:20])[C:5]1[CH:10]=[C:9]([Cl:11])[C:8]([CH2:12][N:13]2[CH2:18][CH2:17][NH:16][CH2:15][CH2:14]2)=[CH:7][C:6]=1[NH2:19])[CH3:2].C(N(CC)CC)C.[CH3:28][C:29]([O:32][C:33](O[C:33]([O:32][C:29]([CH3:31])([CH3:30])[CH3:28])=[O:34])=[O:34])([CH3:31])[CH3:30].O. Product: [C:29]([O:32][C:33]([N:16]1[CH2:17][CH2:18][N:13]([CH2:12][C:8]2[CH:7]=[C:6]([NH2:19])[C:5]([C:4]([O:3][CH2:1][CH3:2])=[O:20])=[CH:10][C:9]=2[Cl:11])[CH2:14][CH2:15]1)=[O:34])([CH3:31])([CH3:30])[CH3:28]. The catalyst class is: 2. (4) Reactant: [C:1]([O:5]C(OC(OC(C)(C)C)=O)=O)(C)(C)C.[CH2:16]([NH:19][C:20]1[N:21]=[C:22]([NH2:30])[C:23]2[S:28][CH:27]=[C:26]([CH3:29])[C:24]=2[N:25]=1)[CH:17]=[CH2:18].[CH2:31]([NH2:35])[CH2:32][CH2:33][CH3:34].C(OCC)(=O)C.CCCCCC. Product: [CH2:16]([NH:19][C:20]1[N:21]=[C:22]([NH:30][C:1](=[O:5])[NH:35][CH2:31][CH2:32][CH2:33][CH3:34])[C:23]2[S:28][CH:27]=[C:26]([CH3:29])[C:24]=2[N:25]=1)[CH:17]=[CH2:18]. The catalyst class is: 10.